This data is from Full USPTO retrosynthesis dataset with 1.9M reactions from patents (1976-2016). The task is: Predict the reactants needed to synthesize the given product. Given the product [CH3:21][C:15]1[CH:16]=[C:17]([CH3:20])[CH:18]=[CH:19][C:14]=1[N:11]1[CH2:12][CH2:13][N:8]([C:6]([C:5]2[CH:23]=[CH:24][C:2]([N:31]3[CH2:32][CH2:33][O:29][C:30]3=[O:34])=[CH:3][C:4]=2[S:25]([CH3:28])(=[O:27])=[O:26])=[O:7])[CH2:9][C:10]1=[O:22], predict the reactants needed to synthesize it. The reactants are: Br[C:2]1[CH:24]=[CH:23][C:5]([C:6]([N:8]2[CH2:13][CH2:12][N:11]([C:14]3[CH:19]=[CH:18][C:17]([CH3:20])=[CH:16][C:15]=3[CH3:21])[C:10](=[O:22])[CH2:9]2)=[O:7])=[C:4]([S:25]([CH3:28])(=[O:27])=[O:26])[CH:3]=1.[O:29]1[CH2:33][CH2:32][NH:31][C:30]1=[O:34].C(=O)([O-])[O-].[K+].[K+].CNCCNC.